From a dataset of Forward reaction prediction with 1.9M reactions from USPTO patents (1976-2016). Predict the product of the given reaction. (1) Given the reactants II.CI.[CH2:5]([O:12][C:13]1[CH:14]=[C:15]2[C:19](=[CH:20][CH:21]=1)[NH:18][CH:17]=[CH:16]2)[C:6]1[CH:11]=[CH:10][CH:9]=[CH:8][CH:7]=1.Cl[C:23](=[O:41])[CH2:24][CH:25]1[CH2:30][CH2:29][N:28]([C:31]([O:33][CH2:34][C:35]2[CH:40]=[CH:39][CH:38]=[CH:37][CH:36]=2)=[O:32])[CH2:27][CH2:26]1.Cl, predict the reaction product. The product is: [CH2:5]([O:12][C:13]1[CH:14]=[C:15]2[C:19](=[CH:20][CH:21]=1)[NH:18][CH:17]=[C:16]2[C:23](=[O:41])[CH2:24][CH:25]1[CH2:30][CH2:29][N:28]([C:31]([O:33][CH2:34][C:35]2[CH:40]=[CH:39][CH:38]=[CH:37][CH:36]=2)=[O:32])[CH2:27][CH2:26]1)[C:6]1[CH:7]=[CH:8][CH:9]=[CH:10][CH:11]=1. (2) Given the reactants [Cl:1][CH2:2][CH2:3][O:4][C:5]1[CH:10]=[CH:9][C:8](I)=[CH:7][CH:6]=1.[Li]CCCC.[C:17]([Si:21]([CH3:44])([CH3:43])[O:22][C:23]1[N:28]=[CH:27][C:26]([C:29]2[CH:30](O)[O:31][C:32]3[C:37]([C:38]=2[CH3:39])=[CH:36][CH:35]=[C:34]([O:40][CH3:41])[CH:33]=3)=[CH:25][CH:24]=1)([CH3:20])([CH3:19])[CH3:18].Cl, predict the reaction product. The product is: [C:17]([Si:21]([CH3:44])([CH3:43])[O:22][C:23]1[CH:24]=[CH:25][C:26]([C:29]2[CH:30]([C:8]3[CH:9]=[CH:10][C:5]([O:4][CH2:3][CH2:2][Cl:1])=[CH:6][CH:7]=3)[O:31][C:32]3[C:37]([C:38]=2[CH3:39])=[CH:36][CH:35]=[C:34]([O:40][CH3:41])[CH:33]=3)=[CH:27][N:28]=1)([CH3:20])([CH3:19])[CH3:18].